This data is from Retrosynthesis with 50K atom-mapped reactions and 10 reaction types from USPTO. The task is: Predict the reactants needed to synthesize the given product. Given the product COc1ccc(OCCCCCCCCC(=O)N[C@H](CC(=O)OCc2ccccc2)CN(C)C)cc1, predict the reactants needed to synthesize it. The reactants are: CN(C)C[C@H](N)CC(=O)OCc1ccccc1.COc1ccc(OCCCCCCCCC(=O)O)cc1.